This data is from Reaction yield outcomes from USPTO patents with 853,638 reactions. The task is: Predict the reaction yield, written as a fraction of the theoretical maximum amount of product (1.0 means a 100% yield; for example, 0.34 means a 34% yield). (1) The reactants are [NH2:1][C@@H:2]([CH3:18])[CH2:3][N:4]1[CH:8]=[CH:7][C:6]([C:9]2[CH:16]=[CH:15][C:12]([C:13]#[N:14])=[C:11]([Cl:17])[CH:10]=2)=[N:5]1.[CH3:19][C:20]1[N:24]=[C:23]([C:25](O)=[O:26])[O:22][N:21]=1. The catalyst is CC#N.CO. The product is [Cl:17][C:11]1[CH:10]=[C:9]([C:6]2[CH:7]=[CH:8][N:4]([CH2:3][C@@H:2]([NH:1][C:25]([C:23]3[O:22][N:21]=[C:20]([CH3:19])[N:24]=3)=[O:26])[CH3:18])[N:5]=2)[CH:16]=[CH:15][C:12]=1[C:13]#[N:14]. The yield is 0.0500. (2) The reactants are [CH:1]1([N:7]2[C:12]([OH:13])=[C:11]([C:14]([NH:16][CH2:17][C:18]([O:20]CC)=[O:19])=[O:15])[C:10](=[O:23])[NH:9][C:8]2=[O:24])[CH2:6][CH2:5][CH2:4][CH2:3][CH2:2]1.[OH-].[Na+].Cl. The catalyst is C(O)C. The product is [CH:1]1([N:7]2[C:12]([OH:13])=[C:11]([C:14]([NH:16][CH2:17][C:18]([OH:20])=[O:19])=[O:15])[C:10](=[O:23])[NH:9][C:8]2=[O:24])[CH2:2][CH2:3][CH2:4][CH2:5][CH2:6]1. The yield is 0.840. (3) The reactants are [Br:1][C:2]1[CH:7]=[N:6][CH:5]=[C:4]([CH3:8])[N:3]=1.[Br:9]N1C(=O)CCC1=O.C(OOC(=O)C1C=CC=CC=1)(=O)C1C=CC=CC=1. The catalyst is C(Cl)(Cl)(Cl)Cl. The product is [Br:1][C:2]1[CH:7]=[N:6][CH:5]=[C:4]([CH2:8][Br:9])[N:3]=1. The yield is 0.430. (4) The reactants are [NH2:1][C@H:2]([C:4]([NH:6][CH:7]1[N:13]=[C:12]([C:14]2[CH:19]=[CH:18][CH:17]=[CH:16][CH:15]=2)[C:11]2[CH:20]=[CH:21][CH:22]=[CH:23][C:10]=2[N:9]([CH3:24])[C:8]1=[O:25])=[O:5])[CH3:3].[Cl:26][CH2:27][C:28](Cl)=[O:29]. The catalyst is C(Cl)Cl. The product is [Cl:26][CH2:27][C:28]([NH:1][C@H:2]([C:4]([NH:6][CH:7]1[N:13]=[C:12]([C:14]2[CH:19]=[CH:18][CH:17]=[CH:16][CH:15]=2)[C:11]2[CH:20]=[CH:21][CH:22]=[CH:23][C:10]=2[N:9]([CH3:24])[C:8]1=[O:25])=[O:5])[CH3:3])=[O:29]. The yield is 0.980. (5) The reactants are CC1(C)C2C=CC=C(P(C3C=CC=CC=3)C3C=CC=CC=3)C=2OC2C1=CC=CC=2P(C1C=CC=CC=1)C1C=CC=CC=1.Br[C:44]1[O:48][C:47]([C:49]2[C:54]([F:55])=[CH:53][CH:52]=[CH:51][C:50]=2[F:56])=[N:46][C:45]=1[C:57]#[N:58].[NH2:59][C:60]1[CH:68]=[CH:67][C:63]([C:64]([OH:66])=[O:65])=[CH:62][CH:61]=1.C(=O)([O-])[O-].[Cs+].[Cs+]. The catalyst is C(O)CCC.O1CCOCC1.CCOC(C)=O.C1C=CC(/C=C/C(/C=C/C2C=CC=CC=2)=O)=CC=1.C1C=CC(/C=C/C(/C=C/C2C=CC=CC=2)=O)=CC=1.C1C=CC(/C=C/C(/C=C/C2C=CC=CC=2)=O)=CC=1.[Pd].[Pd]. The product is [C:57]([C:45]1[N:46]=[C:47]([C:49]2[C:54]([F:55])=[CH:53][CH:52]=[CH:51][C:50]=2[F:56])[O:48][C:44]=1[NH:59][C:60]1[CH:68]=[CH:67][C:63]([C:64]([OH:66])=[O:65])=[CH:62][CH:61]=1)#[N:58]. The yield is 0.140.